From a dataset of Reaction yield outcomes from USPTO patents with 853,638 reactions. Predict the reaction yield, written as a fraction of the theoretical maximum amount of product (1.0 means a 100% yield; for example, 0.34 means a 34% yield). (1) The reactants are Br[C:2]1[CH:3]=[C:4]2[C:9](=[CH:10][CH:11]=1)[O:8][C:7]([CH3:13])([CH3:12])[CH2:6][C:5]2=[O:14].[B:15]1(B2OC(C)(C)C(C)(C)O2)[O:19]C(C)(C)C(C)(C)[O:16]1.C([O-])(=O)C.[K+].O. The yield is 0.840. The product is [CH3:12][C:7]1([CH3:13])[CH2:6][C:5](=[O:14])[C:4]2[C:9](=[CH:10][CH:11]=[C:2]([B:15]([OH:19])[OH:16])[CH:3]=2)[O:8]1. The catalyst is CN(C)C=O.C([O-])(=O)C.[Pd+2].C([O-])(=O)C. (2) The reactants are [F:1][C:2]1[CH:11]=[C:10]2[C:5]([CH:6]=[CH:7][NH:8][C:9]2=[O:12])=[CH:4][C:3]=1[O:13][CH3:14].C(=O)([O-])[O-].[K+].[K+].F[C:22]1[CH:27]=[CH:26][C:25]([N+:28]([O-:30])=[O:29])=[CH:24][CH:23]=1. The catalyst is CN(C=O)C. The product is [F:1][C:2]1[CH:11]=[C:10]2[C:5]([CH:6]=[CH:7][N:8]([C:22]3[CH:27]=[CH:26][C:25]([N+:28]([O-:30])=[O:29])=[CH:24][CH:23]=3)[C:9]2=[O:12])=[CH:4][C:3]=1[O:13][CH3:14]. The yield is 0.680.